Task: Predict the reactants needed to synthesize the given product.. Dataset: Full USPTO retrosynthesis dataset with 1.9M reactions from patents (1976-2016) (1) Given the product [C:53]([NH:52][C:50]1[S:51][C:47]([CH:45]=[CH:18][C:17]2[CH:16]=[CH:15][C:14]([CH2:13][C:11]([NH:10][NH:9][C:7]([O:6][C:2]([CH3:3])([CH3:4])[CH3:5])=[O:8])=[O:12])=[CH:39][CH:38]=2)=[CH:48][CH:49]=1)(=[O:55])[CH3:54], predict the reactants needed to synthesize it. The reactants are: [Cl-].[C:2]([O:6][C:7]([NH:9][NH:10][C:11]([CH2:13][C:14]1[CH:39]=[CH:38][C:17]([CH2:18][P+](C2C=CC=CC=2)(C2C=CC=CC=2)C2C=CC=CC=2)=[CH:16][CH:15]=1)=[O:12])=[O:8])([CH3:5])([CH3:4])[CH3:3].C([Li])CCC.[CH:45]([C:47]1[S:51][C:50]([NH:52][C:53](=[O:55])[CH3:54])=[CH:49][CH:48]=1)=O.[Cl-].[NH4+]. (2) Given the product [CH3:1][C:2]1([CH2:20][O:21][C:22](=[O:25])[CH2:23][CH3:24])[O:7][CH2:6][C:5]2([CH2:8][O:9][C:32]([CH3:33])([CH2:31][O:30][C:26](=[O:29])[CH2:27][CH3:28])[O:34][CH2:14]2)[CH2:4][O:3]1, predict the reactants needed to synthesize it. The reactants are: [CH3:1][C:2]1([CH2:20][O:21][C:22](=[O:25])[CH2:23][CH3:24])[O:7][CH2:6][C:5]([CH2:14]OC(=O)CC)([CH2:8][O:9]C(=O)CC)[CH2:4][O:3]1.[C:26]([O:30][CH2:31][C:32](=[O:34])[CH3:33])(=[O:29])[CH2:27][CH3:28]. (3) Given the product [Cl:8][C:9]1[CH:16]=[CH:15][C:12]([CH2:13][CH:3]([C:2](=[O:7])[CH3:1])[C:4](=[O:6])[CH3:5])=[CH:11][CH:10]=1, predict the reactants needed to synthesize it. The reactants are: [CH3:1][C:2](=[O:7])[CH2:3][C:4](=[O:6])[CH3:5].[Cl:8][C:9]1[CH:16]=[CH:15][C:12]([CH2:13]Br)=[CH:11][CH:10]=1.O.C(OCC)C.